Dataset: Retrosynthesis with 50K atom-mapped reactions and 10 reaction types from USPTO. Task: Predict the reactants needed to synthesize the given product. (1) The reactants are: COCCl.Cc1cc(O)cc(C)c1Br. Given the product COCOc1cc(C)c(Br)c(C)c1, predict the reactants needed to synthesize it. (2) Given the product O=C(O)c1cc2nc(Nc3c(Cl)cccc3Cl)[nH]c2c2nc(C3CC3)oc12, predict the reactants needed to synthesize it. The reactants are: COC(=O)c1cc2nc(Nc3c(Cl)cccc3Cl)[nH]c2c2nc(C3CC3)oc12. (3) Given the product CCc1ccccc1Sc1ccc(-c2ccnc(NCCN3C(=O)NC(=O)C3(C)C)n2)s1, predict the reactants needed to synthesize it. The reactants are: CC1(C)C(=O)NC(=O)N1CCNc1nccc(-c2ccc(I)s2)n1.CCc1ccccc1S.